This data is from Experimentally validated miRNA-target interactions with 360,000+ pairs, plus equal number of negative samples. The task is: Binary Classification. Given a miRNA mature sequence and a target amino acid sequence, predict their likelihood of interaction. The miRNA is hsa-let-7a-2-3p with sequence CUGUACAGCCUCCUAGCUUUCC. The protein sequence of the target gene is MNCEREQLRGNQEAAAAPDTMAQPYASAQFAPPQNGIPAEYTAPHPHPAPEYTGQTTVPEHTLNLYPPAQTHSEQSPADTSAQTVSGTATQTDDAAPTDGQPQTQPSENTENKSQPKRLHVSNIPFRFRDPDLRQMFGQFGKILDVEIIFNERGSKGFGFVTFENSADADRAREKLHGTVVEGRKIEVNNATARVMTNKKTVNPYTNGWKLNPVVGAVYSPEFYAGTVLLCQANQEGSSMYSAPSSLVYTSAMPGFPYPAATAAAAYRGAHLRGRGRTVYNTFRAAAPPPPIPAYGGVVY.... Result: 0 (no interaction).